From a dataset of Reaction yield outcomes from USPTO patents with 853,638 reactions. Predict the reaction yield, written as a fraction of the theoretical maximum amount of product (1.0 means a 100% yield; for example, 0.34 means a 34% yield). (1) The reactants are Br[CH2:2][CH2:3][CH2:4][CH2:5][CH2:6][CH2:7][O:8][CH2:9][CH2:10][CH2:11][CH2:12][C:13]1[CH:18]=[CH:17][CH:16]=[CH:15][CH:14]=1.C(N(C(C)C)C(C)C)C.[NH2:28][CH2:29][CH:30]([C:32]1[CH:43]=[CH:42][C:35]2[O:36][C:37]([CH3:41])([CH3:40])[O:38][CH2:39][C:34]=2[CH:33]=1)[OH:31].C(OCC)(=O)C. The catalyst is CN(C)C=O. The product is [CH3:40][C:37]1([CH3:41])[O:36][C:35]2[CH:42]=[CH:43][C:32]([CH:30]([OH:31])[CH2:29][NH:28][CH2:2][CH2:3][CH2:4][CH2:5][CH2:6][CH2:7][O:8][CH2:9][CH2:10][CH2:11][CH2:12][C:13]3[CH:18]=[CH:17][CH:16]=[CH:15][CH:14]=3)=[CH:33][C:34]=2[CH2:39][O:38]1. The yield is 0.240. (2) The reactants are [CH2:1]([C:5]1[N:6]=[C:7]([O:27][CH3:28])[NH:8][C:9](=[O:26])[C:10]=1[CH2:11][C:12]1[CH:17]=[CH:16][C:15]([C:18]2[C:19]([C:24]#[N:25])=[CH:20][CH:21]=[CH:22][CH:23]=2)=[CH:14][CH:13]=1)[CH2:2][CH2:3][CH3:4].[CH2:29](Br)[C:30]1[CH:35]=[CH:34][CH:33]=[CH:32][CH:31]=1.C(=O)([O-])[O-].[Cs+].[Cs+]. The catalyst is CN(C)C=O.C(OCC)(=O)C. The product is [CH2:29]([N:8]1[C:9](=[O:26])[C:10]([CH2:11][C:12]2[CH:17]=[CH:16][C:15]([C:18]3[C:19]([C:24]#[N:25])=[CH:20][CH:21]=[CH:22][CH:23]=3)=[CH:14][CH:13]=2)=[C:5]([CH2:1][CH2:2][CH2:3][CH3:4])[N:6]=[C:7]1[O:27][CH3:28])[C:30]1[CH:35]=[CH:34][CH:33]=[CH:32][CH:31]=1. The yield is 0.500. (3) The reactants are O[CH:2]=[C:3]1[C:11]2[C:6](=[CH:7][C:8]([C:12]([C:14]3[CH:15]=[C:16]([NH:20][C:21]([C:23]4[N:24]([CH:28]([CH3:30])[CH3:29])[N:25]=[CH:26][CH:27]=4)=[O:22])[CH:17]=[CH:18][CH:19]=3)=[O:13])=[CH:9][CH:10]=2)[NH:5][C:4]1=[O:31].C1COCC1.[CH3:37][N:38]1[CH2:43][CH2:42][N:41]([C:44]2[CH:49]=[CH:48][C:47]([NH2:50])=[CH:46][CH:45]=2)[CH2:40][CH2:39]1. The catalyst is CCOC(C)=O.CCCCCC. The product is [CH3:37][N:38]1[CH2:39][CH2:40][N:41]([C:44]2[CH:49]=[CH:48][C:47]([NH:50][CH:2]=[C:3]3[C:11]4[C:6](=[CH:7][C:8]([C:12]([C:14]5[CH:15]=[C:16]([NH:20][C:21]([C:23]6[N:24]([CH:28]([CH3:29])[CH3:30])[N:25]=[CH:26][CH:27]=6)=[O:22])[CH:17]=[CH:18][CH:19]=5)=[O:13])=[CH:9][CH:10]=4)[NH:5][C:4]3=[O:31])=[CH:46][CH:45]=2)[CH2:42][CH2:43]1. The yield is 0.650. (4) The reactants are CC1(C)C(C)(C)OB([C:9]2[CH:27]=[CH:26][C:12]([C:13]([NH:15][C:16]3[CH:21]=[C:20]([C:22]([F:25])([F:24])[F:23])[CH:19]=[CH:18][N:17]=3)=[O:14])=[CH:11][CH:10]=2)O1.[O-]P([O-])([O-])=O.[K+].[K+].[K+].[NH2:37][C:38]1[C:39]2[N:40]([C:44]([C@@H:48]3[CH2:56][CH2:55][C@@H:54]4[N:50]([C:51](=[O:57])[CH2:52][CH2:53]4)[CH2:49]3)=[N:45][C:46]=2Br)[CH:41]=[CH:42][N:43]=1. The catalyst is O1CCOCC1.O.C1C=CC(P(C2C=CC=CC=2)[C-]2C=CC=C2)=CC=1.C1C=CC(P(C2C=CC=CC=2)[C-]2C=CC=C2)=CC=1.Cl[Pd]Cl.[Fe+2]. The product is [NH2:37][C:38]1[C:39]2[N:40]([C:44]([C@@H:48]3[CH2:56][CH2:55][C@@H:54]4[N:50]([C:51](=[O:57])[CH2:52][CH2:53]4)[CH2:49]3)=[N:45][C:46]=2[C:9]2[CH:10]=[CH:11][C:12]([C:13]([NH:15][C:16]3[CH:21]=[C:20]([C:22]([F:23])([F:24])[F:25])[CH:19]=[CH:18][N:17]=3)=[O:14])=[CH:26][CH:27]=2)[CH:41]=[CH:42][N:43]=1. The yield is 0.820. (5) The reactants are Br[C:2]1[CH:7]=[CH:6][C:5]([N+:8]([O-:10])=[O:9])=[CH:4][N:3]=1.[NH:11]1[CH2:15][CH2:14][CH2:13][CH2:12]1. The catalyst is C1(C)C=CC=CC=1. The product is [N+:8]([C:5]1[CH:6]=[CH:7][C:2]([N:11]2[CH2:15][CH2:14][CH2:13][CH2:12]2)=[N:3][CH:4]=1)([O-:10])=[O:9]. The yield is 0.880.